This data is from Catalyst prediction with 721,799 reactions and 888 catalyst types from USPTO. The task is: Predict which catalyst facilitates the given reaction. (1) Reactant: C([O:3][C:4]([C:6]1[C:7](=[O:40])[C:8]2[CH:13]=[N:12][C:11]([NH:14][C:15]3[CH:20]=[CH:19][C:18]([CH2:21][N:22]4[CH2:27][CH2:26][N:25]([CH3:28])[CH2:24][CH2:23]4)=[CH:17][CH:16]=3)=[N:10][C:9]=2[N:29]([C:31]2[CH:32]=[C:33]3[C:37](=[CH:38][CH:39]=2)[CH2:36][CH2:35][CH2:34]3)[CH:30]=1)=O)C.[CH2:41]([NH2:43])[CH3:42]. Product: [CH2:41]([NH:43][C:4]([C:6]1[C:7](=[O:40])[C:8]2[CH:13]=[N:12][C:11]([NH:14][C:15]3[CH:20]=[CH:19][C:18]([CH2:21][N:22]4[CH2:23][CH2:24][N:25]([CH3:28])[CH2:26][CH2:27]4)=[CH:17][CH:16]=3)=[N:10][C:9]=2[N:29]([C:31]2[CH:32]=[C:33]3[C:37](=[CH:38][CH:39]=2)[CH2:36][CH2:35][CH2:34]3)[CH:30]=1)=[O:3])[CH3:42]. The catalyst class is: 5. (2) Reactant: [N:1]12[CH2:8][CH2:7][CH:4]([CH2:5][CH2:6]1)[C@@H:3]([O:9][C:10]1[N:15]=[N:14][C:13]([C:16]3[CH:21]=[CH:20][C:19]([NH2:22])=[C:18]([N+:23]([O-])=O)[CH:17]=3)=[CH:12][CH:11]=1)[CH2:2]2. Product: [N:1]12[CH2:8][CH2:7][CH:4]([CH2:5][CH2:6]1)[C@@H:3]([O:9][C:10]1[N:15]=[N:14][C:13]([C:16]3[CH:17]=[C:18]([NH2:23])[C:19]([NH2:22])=[CH:20][CH:21]=3)=[CH:12][CH:11]=1)[CH2:2]2. The catalyst class is: 50. (3) Reactant: [CH3:1][N:2]1[C:10]2[N:9]=[C:8]([O:11][CH2:12][CH2:13][O:14][C:15]3[CH:20]=[CH:19][CH:18]=[C:17]([O:21][C:22]([F:25])([F:24])[F:23])[CH:16]=3)[N:7](COCC[Si](C)(C)C)[C:6]=2[C:5](=[O:34])[N:4]([CH2:35][CH2:36][CH2:37][O:38][CH:39]2[CH2:44][CH2:43][CH2:42][CH2:41][O:40]2)[C:3]1=[O:45].CCCC[N+](CCCC)(CCCC)CCCC.[F-]. Product: [CH3:1][N:2]1[C:10]2[N:9]=[C:8]([O:11][CH2:12][CH2:13][O:14][C:15]3[CH:20]=[CH:19][CH:18]=[C:17]([O:21][C:22]([F:24])([F:23])[F:25])[CH:16]=3)[NH:7][C:6]=2[C:5](=[O:34])[N:4]([CH2:35][CH2:36][CH2:37][O:38][CH:39]2[CH2:44][CH2:43][CH2:42][CH2:41][O:40]2)[C:3]1=[O:45]. The catalyst class is: 1. (4) Reactant: [CH2:1]([O:8][C:9](=[O:22])[CH2:10][C@H:11]([NH:14][C:15]([O:17][C:18]([CH3:21])([CH3:20])[CH3:19])=[O:16])[CH2:12][OH:13])[C:2]1[CH:7]=[CH:6][CH:5]=[CH:4][CH:3]=1.F[B-](F)(F)F.[H+].[CH3:29][Si](C=[N+]=[N-])(C)C. Product: [CH2:1]([O:8][C:9](=[O:22])[CH2:10][C@H:11]([NH:14][C:15]([O:17][C:18]([CH3:19])([CH3:21])[CH3:20])=[O:16])[CH2:12][O:13][CH3:29])[C:2]1[CH:7]=[CH:6][CH:5]=[CH:4][CH:3]=1. The catalyst class is: 665. (5) Reactant: C([NH:9][C:10]([NH:12][C:13]1[C:14]([C:23]([O:25]CC)=O)=[N:15][O:16][C:17]=1[CH:18]1[CH2:22][CH2:21][CH2:20][CH2:19]1)=[O:11])(=O)C1C=CC=CC=1.C(=O)([O-])[O-].[K+].[K+]. Product: [CH:18]1([C:17]2[O:16][N:15]=[C:14]3[C:23](=[O:25])[NH:9][C:10](=[O:11])[NH:12][C:13]=23)[CH2:19][CH2:20][CH2:21][CH2:22]1. The catalyst class is: 5. (6) Reactant: Cl[CH2:2][CH2:3][CH2:4][CH2:5][N:6]1[C:11](=[O:12])[N:10]([CH3:13])[C:9](=[O:14])[CH:8]=[N:7]1.[CH2:15]([N:22]1[CH2:27][CH2:26][NH:25][CH2:24][CH2:23]1)[C:16]1[CH:21]=[CH:20][CH:19]=[CH:18][CH:17]=1.C(N(CC)CC)C. Product: [CH2:15]([N:22]1[CH2:27][CH2:26][N:25]([CH2:2][CH2:3][CH2:4][CH2:5][N:6]2[C:11](=[O:12])[N:10]([CH3:13])[C:9](=[O:14])[CH:8]=[N:7]2)[CH2:24][CH2:23]1)[C:16]1[CH:17]=[CH:18][CH:19]=[CH:20][CH:21]=1. The catalyst class is: 51. (7) Reactant: [I:1][C:2]1[C:10]2[C:9]([O:11][CH2:12][CH2:13][O:14][CH3:15])=[N:8][CH:7]=[N:6][C:5]=2[NH:4][CH:3]=1.[H-].[Na+].[C:18]1([S:24](Cl)(=[O:26])=[O:25])[CH:23]=[CH:22][CH:21]=[CH:20][CH:19]=1.O. Product: [C:18]1([S:24]([N:4]2[C:5]3[N:6]=[CH:7][N:8]=[C:9]([O:11][CH2:12][CH2:13][O:14][CH3:15])[C:10]=3[C:2]([I:1])=[CH:3]2)(=[O:26])=[O:25])[CH:23]=[CH:22][CH:21]=[CH:20][CH:19]=1. The catalyst class is: 7.